From a dataset of Reaction yield outcomes from USPTO patents with 853,638 reactions. Predict the reaction yield, written as a fraction of the theoretical maximum amount of product (1.0 means a 100% yield; for example, 0.34 means a 34% yield). (1) The catalyst is C(Cl)Cl. The reactants are B(Br)(Br)Br.[Cl:5][C:6]1[CH:11]=[CH:10][C:9]([CH2:12][C:13]#[N:14])=[CH:8][C:7]=1[O:15]C. The product is [Cl:5][C:6]1[CH:11]=[CH:10][C:9]([CH2:12][C:13]#[N:14])=[CH:8][C:7]=1[OH:15]. The yield is 0.850. (2) The reactants are [NH2:1][CH:2]1[CH2:11][C:10]2[CH:9]=[C:8]([O:12][C:13]3[CH:18]=[CH:17][N:16]=[C:15]([C:19]([NH:21][CH3:22])=[O:20])[CH:14]=3)[CH:7]=[CH:6][C:5]=2[CH2:4][CH2:3]1.[F:23][C:24]1[CH:25]=[C:26]([CH:30]=[CH:31][C:32]=1[O:33][CH3:34])[C:27](O)=[O:28].CCN(C(C)C)C(C)C.CN(C(ON1N=NC2C=CC=CC1=2)=[N+](C)C)C.[B-](F)(F)(F)F. The catalyst is CC(N(C)C)=O.CC(N(C)C)=O.CN1C(=O)CCC1.O. The product is [F:23][C:24]1[CH:25]=[C:26]([CH:30]=[CH:31][C:32]=1[O:33][CH3:34])[C:27]([NH:1][CH:2]1[CH2:11][C:10]2[CH:9]=[C:8]([O:12][C:13]3[CH:18]=[CH:17][N:16]=[C:15]([C:19]([NH:21][CH3:22])=[O:20])[CH:14]=3)[CH:7]=[CH:6][C:5]=2[CH2:4][CH2:3]1)=[O:28]. The yield is 0.700. (3) The catalyst is O. The product is [CH3:1][O:2][CH2:3][N:4]([C:13]1[CH:14]=[CH:15][CH:16]=[C:17]2[C:21]=1[N:20]([CH2:22][O:23][CH3:24])[C:19]([C:25]1[N:26]([CH3:32])[N:27]=[CH:28][N:29]=1)=[CH:18]2)[S:5]([C:8]1[S:9][CH:10]=[CH:11][CH:12]=1)(=[O:7])=[O:6]. The reactants are [CH3:1][O:2][CH2:3][N:4]([C:13]1[CH:14]=[CH:15][CH:16]=[C:17]2[C:21]=1[N:20]([CH2:22][O:23][CH3:24])[C:19]([C:25]1[N:29]=[CH:28][NH:27][N:26]=1)=[CH:18]2)[S:5]([C:8]1[S:9][CH:10]=[CH:11][CH:12]=1)(=[O:7])=[O:6].CI.[C:32](=O)([O-])[O-].[K+].[K+].CN(C)C=O. The yield is 0.190. (4) The reactants are N[C:2]1[N:6]([C:7]2[C:12]([Cl:13])=[CH:11][C:10]([C:14]([F:17])([F:16])[F:15])=[CH:9][C:8]=2[Cl:18])[N:5]=[C:4]([C:19]2([CH3:24])[CH2:21][C:20]2([Cl:23])[Cl:22])[C:3]=1[C:25]#[N:26].N([O-])=O.[Na+].[ClH:31]. No catalyst specified. The product is [Cl:31][C:2]1[N:6]([C:7]2[C:8]([Cl:18])=[CH:9][C:10]([C:14]([F:16])([F:17])[F:15])=[CH:11][C:12]=2[Cl:13])[N:5]=[C:4]([C:19]2([CH3:24])[CH2:21][C:20]2([Cl:22])[Cl:23])[C:3]=1[C:25]#[N:26]. The yield is 0.650.